This data is from Full USPTO retrosynthesis dataset with 1.9M reactions from patents (1976-2016). The task is: Predict the reactants needed to synthesize the given product. (1) The reactants are: [CH3:1][CH:2]([NH:10][C:11]([C:13]1[C:21]2[C:16](=[N:17][CH:18]=[C:19]([C:22]3[C:30]4[C:25](=[CH:26][C:27]([F:31])=[CH:28][CH:29]=4)[NH:24][N:23]=3)[N:20]=2)[N:15]([CH2:32][O:33][CH2:34][CH2:35][Si:36]([CH3:39])([CH3:38])[CH3:37])[CH:14]=1)=[O:12])[CH2:3][C:4]1[CH:9]=[CH:8][CH:7]=[CH:6][N:5]=1.[H-].[Na+].Cl.Br[CH2:44][CH2:45][N:46]1[CH2:50][CH2:49][CH2:48][CH2:47]1. Given the product [CH3:1][CH:2]([NH:10][C:11]([C:13]1[C:21]2[C:16](=[N:17][CH:18]=[C:19]([C:22]3[C:30]4[C:25](=[CH:26][C:27]([F:31])=[CH:28][CH:29]=4)[N:24]([CH2:44][CH2:45][N:46]4[CH2:50][CH2:49][CH2:48][CH2:47]4)[N:23]=3)[N:20]=2)[N:15]([CH2:32][O:33][CH2:34][CH2:35][Si:36]([CH3:37])([CH3:39])[CH3:38])[CH:14]=1)=[O:12])[CH2:3][C:4]1[CH:9]=[CH:8][CH:7]=[CH:6][N:5]=1, predict the reactants needed to synthesize it. (2) Given the product [N+:1]([C:4]1[CH:8]=[N:7][NH:6][C:5]=1[C:9]([NH2:19])=[O:11])([O-:3])=[O:2], predict the reactants needed to synthesize it. The reactants are: [N+:1]([C:4]1[CH:8]=[N:7][NH:6][C:5]=1[C:9]([OH:11])=O)([O-:3])=[O:2].C(Cl)(=O)C(Cl)=O.C[N:19](C)C=O. (3) Given the product [CH2:23]([S:41]([C:4]1[S:8][CH:7]=[N:6][C:5]=1[C:9]1[N:21]([CH3:22])[C:12]2[CH:13]=[N:14][C:15]([C:17]([F:20])([F:18])[F:19])=[CH:16][C:11]=2[N:10]=1)(=[O:43])=[O:40])[CH3:24], predict the reactants needed to synthesize it. The reactants are: C(S[C:4]1[S:8][CH:7]=[N:6][C:5]=1[C:9]1[N:21]([CH3:22])[C:12]2[CH:13]=[N:14][C:15]([C:17]([F:20])([F:19])[F:18])=[CH:16][C:11]=2[N:10]=1)C.[CH:23]1C=C(Cl)C=C(C(OO)=O)[CH:24]=1.C([O-])([O-])=O.[Na+].[Na+].[O-:40][S:41]([O-:43])=O.[Na+].[Na+]. (4) Given the product [Cl:27][C:24]1[CH:25]=[CH:26][C:21]([CH2:20][N:16]2[C:17]3[C:13](=[CH:12][C:11](/[CH:10]=[C:7]4/[C:8](=[O:9])[N:4]([CH2:3][CH2:2][NH:1][S:39]([C:38]5[C:34]([CH3:33])=[N:35][O:36][C:37]=5[CH3:43])(=[O:41])=[O:40])[C:5](=[O:32])[S:6]/4)=[CH:19][CH:18]=3)[CH:14]=[N:15]2)=[C:22]([C:28]([F:30])([F:29])[F:31])[CH:23]=1, predict the reactants needed to synthesize it. The reactants are: [NH2:1][CH2:2][CH2:3][N:4]1[C:8](=[O:9])/[C:7](=[CH:10]/[C:11]2[CH:12]=[C:13]3[C:17](=[CH:18][CH:19]=2)[N:16]([CH2:20][C:21]2[CH:26]=[CH:25][C:24]([Cl:27])=[CH:23][C:22]=2[C:28]([F:31])([F:30])[F:29])[N:15]=[CH:14]3)/[S:6][C:5]1=[O:32].[CH3:33][C:34]1[C:38]([S:39](Cl)(=[O:41])=[O:40])=[C:37]([CH3:43])[O:36][N:35]=1. (5) Given the product [Cl:16][CH2:15][C@H:13]1[CH2:14][NH:9][CH2:10][C@@H:11]([OH:18])[C@@H:12]1[OH:17].[ClH:1], predict the reactants needed to synthesize it. The reactants are: [ClH:1].C([N:9]1[CH2:14][C@H:13]([CH2:15][Cl:16])[C@@H:12]([OH:17])[C@H:11]([OH:18])[CH2:10]1)C1C=CC=CC=1.